Dataset: Full USPTO retrosynthesis dataset with 1.9M reactions from patents (1976-2016). Task: Predict the reactants needed to synthesize the given product. (1) Given the product [CH3:14][O:13][C:7]1[CH:6]=[C:5]([C:3]2[N:15]=[C:16]([NH2:18])[S:17][CH:2]=2)[CH:10]=[CH:9][C:8]=1[O:11][CH3:12], predict the reactants needed to synthesize it. The reactants are: Br[CH2:2][C:3]([C:5]1[CH:10]=[CH:9][C:8]([O:11][CH3:12])=[C:7]([O:13][CH3:14])[CH:6]=1)=O.[NH2:15][C:16]([NH2:18])=[S:17]. (2) The reactants are: [CH3:1][O:2][C:3]1[C:4](=[O:25])[C:5]([CH3:24])=[C:6]([CH2:12][C:13]2[CH:18]=[CH:17][C:16]([CH2:19][CH2:20][C:21](O)=[O:22])=[CH:15][CH:14]=2)[C:7](=[O:11])[C:8]=1[O:9][CH3:10].[CH2:26]([CH2:28][NH2:29])[OH:27]. Given the product [CH3:1][O:2][C:3]1[C:4](=[O:25])[C:5]([CH3:24])=[C:6]([CH2:12][C:13]2[CH:18]=[CH:17][C:16]([CH2:19][CH2:20][C:21]([NH:29][CH2:28][CH2:26][OH:27])=[O:22])=[CH:15][CH:14]=2)[C:7](=[O:11])[C:8]=1[O:9][CH3:10], predict the reactants needed to synthesize it. (3) Given the product [CH3:17][N:18]([CH3:27])[C:19]1[CH:26]=[CH:25][C:22]([CH2:23][NH:24][C:2]2[CH:7]=[CH:6][C:5]([C:8]([F:11])([F:10])[F:9])=[CH:4][C:3]=2[N+:12]([O-:14])=[O:13])=[CH:21][CH:20]=1, predict the reactants needed to synthesize it. The reactants are: Cl[C:2]1[CH:7]=[CH:6][C:5]([C:8]([F:11])([F:10])[F:9])=[CH:4][C:3]=1[N+:12]([O-:14])=[O:13].Cl.Cl.[CH3:17][N:18]([CH3:27])[C:19]1[CH:26]=[CH:25][C:22]([CH2:23][NH2:24])=[CH:21][CH:20]=1.C(=O)([O-])[O-].[K+].[K+].CN(C)C=O.